This data is from Full USPTO retrosynthesis dataset with 1.9M reactions from patents (1976-2016). The task is: Predict the reactants needed to synthesize the given product. Given the product [CH2:25]([N:11]([CH2:9][CH3:10])[C:12](=[O:13])[C:14]1[CH:19]=[CH:18][C:17]([O:20][CH3:21])=[CH:16][C:15]=1[C:2]1[C:7]([CH3:8])=[CH:6][CH:5]=[CH:4][N:3]=1)[CH3:26], predict the reactants needed to synthesize it. The reactants are: Br[C:2]1[C:7]([CH3:8])=[CH:6][CH:5]=[CH:4][N:3]=1.[CH2:9]([N:11]([CH2:25][CH3:26])[C:12]([C:14]1[CH:19]=[CH:18][C:17]([O:20][CH3:21])=[CH:16][C:15]=1B(O)O)=[O:13])[CH3:10].C(=O)([O-])[O-].[Na+].[Na+].